Dataset: NCI-60 drug combinations with 297,098 pairs across 59 cell lines. Task: Regression. Given two drug SMILES strings and cell line genomic features, predict the synergy score measuring deviation from expected non-interaction effect. (1) Drug 2: C1CNP(=O)(OC1)N(CCCl)CCCl. Drug 1: CN(CCCl)CCCl.Cl. Cell line: HS 578T. Synergy scores: CSS=10.7, Synergy_ZIP=-2.63, Synergy_Bliss=0.462, Synergy_Loewe=-2.47, Synergy_HSA=1.83. (2) Drug 1: C1=CC(=CC=C1CC(C(=O)O)N)N(CCCl)CCCl.Cl. Drug 2: C1=CN(C(=O)N=C1N)C2C(C(C(O2)CO)O)O.Cl. Cell line: HL-60(TB). Synergy scores: CSS=60.1, Synergy_ZIP=-4.21, Synergy_Bliss=-4.30, Synergy_Loewe=-9.03, Synergy_HSA=-4.45. (3) Drug 1: C1CCC(C1)C(CC#N)N2C=C(C=N2)C3=C4C=CNC4=NC=N3. Drug 2: CCC1(CC2CC(C3=C(CCN(C2)C1)C4=CC=CC=C4N3)(C5=C(C=C6C(=C5)C78CCN9C7C(C=CC9)(C(C(C8N6C=O)(C(=O)OC)O)OC(=O)C)CC)OC)C(=O)OC)O.OS(=O)(=O)O. Cell line: SR. Synergy scores: CSS=88.0, Synergy_ZIP=-0.124, Synergy_Bliss=-1.00, Synergy_Loewe=-5.17, Synergy_HSA=-0.966. (4) Drug 1: C1CNP(=O)(OC1)N(CCCl)CCCl. Drug 2: CC(C)CN1C=NC2=C1C3=CC=CC=C3N=C2N. Cell line: HCT116. Synergy scores: CSS=-0.753, Synergy_ZIP=4.39, Synergy_Bliss=6.49, Synergy_Loewe=-4.03, Synergy_HSA=-3.86.